This data is from Reaction yield outcomes from USPTO patents with 853,638 reactions. The task is: Predict the reaction yield, written as a fraction of the theoretical maximum amount of product (1.0 means a 100% yield; for example, 0.34 means a 34% yield). The reactants are C(N(CC)CC)C.[CH2:8]([O:10][C:11](=[O:23])[CH2:12][CH2:13][CH2:14][CH2:15][CH2:16][CH2:17][C:18](OCC)=[NH:19])[CH3:9].[C:24]([NH:32][NH2:33])(=[O:31])[C:25]1[CH:30]=[CH:29][CH:28]=[CH:27][CH:26]=1. The catalyst is C(O)C. The product is [CH2:8]([O:10][C:11](=[O:23])[CH2:12][CH2:13][CH2:14][CH2:15][CH2:16][CH2:17][C:18]([NH2:19])=[N:33][NH:32][C:24](=[O:31])[C:25]1[CH:30]=[CH:29][CH:28]=[CH:27][CH:26]=1)[CH3:9]. The yield is 0.640.